Predict the reaction yield, written as a fraction of the theoretical maximum amount of product (1.0 means a 100% yield; for example, 0.34 means a 34% yield). From a dataset of Reaction yield outcomes from USPTO patents with 853,638 reactions. The reactants are FC(F)(F)C(O)=O.[OH:8][C:9]1([CH2:15][N:16]2[C:21](=[O:22])[C:20]3[CH:23]=[N:24][N:25]([CH3:26])[C:19]=3[N:18]=[CH:17]2)[CH2:14][CH2:13][NH:12][CH2:11][CH2:10]1.[OH:27][CH2:28][C:29]1[CH:37]=[CH:36][C:32]([C:33](O)=[O:34])=[CH:31][CH:30]=1.CN(C(ON1N=NC2C=CC=NC1=2)=[N+](C)C)C.F[P-](F)(F)(F)(F)F.C(N(CC)CC)C. The catalyst is CN(C=O)C.C(OCC)(=O)C. The product is [OH:8][C:9]1([CH2:15][N:16]2[C:21](=[O:22])[C:20]3[CH:23]=[N:24][N:25]([CH3:26])[C:19]=3[N:18]=[CH:17]2)[CH2:14][CH2:13][N:12]([C:28](=[O:27])[C:29]2[CH:37]=[CH:36][C:32]([CH2:33][OH:34])=[CH:31][CH:30]=2)[CH2:11][CH2:10]1. The yield is 0.370.